From a dataset of Forward reaction prediction with 1.9M reactions from USPTO patents (1976-2016). Predict the product of the given reaction. (1) Given the reactants [Cl:1][C:2]1[CH:7]=[CH:6][CH:5]=[C:4]([F:8])[C:3]=1[C:9]1[NH:13][C:12](=[O:14])[N:11]([C:15]2[CH:16]=[CH:17][C:18]([O:24][CH3:25])=[C:19]([CH:23]=2)[C:20](O)=[O:21])[N:10]=1.C(N(C(C)C)CC)(C)C.CN(C(ON1N=NC2C=CC=CC1=2)=[N+](C)C)C.[B-](F)(F)(F)F.[F:57][C:58]([F:70])([F:69])[C:59]1[CH:64]=[CH:63][CH:62]=[CH:61][C:60]=1[C:65]1([NH2:68])[CH2:67][CH2:66]1, predict the reaction product. The product is: [Cl:1][C:2]1[CH:7]=[CH:6][CH:5]=[C:4]([F:8])[C:3]=1[C:9]1[NH:13][C:12](=[O:14])[N:11]([C:15]2[CH:16]=[CH:17][C:18]([O:24][CH3:25])=[C:19]([CH:23]=2)[C:20]([NH:68][C:65]2([C:60]3[CH:61]=[CH:62][CH:63]=[CH:64][C:59]=3[C:58]([F:57])([F:69])[F:70])[CH2:67][CH2:66]2)=[O:21])[N:10]=1. (2) Given the reactants [Cl:1][C:2]1[C:17]([Cl:18])=[CH:16][C:5]2[N:6]([C@@H:9]3[CH2:14][CH2:13][CH2:12][CH2:11][C@H:10]3[OH:15])[CH:7]=[N:8][C:4]=2[CH:3]=1.N1C=CC=CC=1.[C:25](OC(=O)C)(=[O:27])[CH3:26], predict the reaction product. The product is: [C:25]([O:15][C@@H:10]1[CH2:11][CH2:12][CH2:13][CH2:14][C@H:9]1[N:6]1[C:5]2[CH:16]=[C:17]([Cl:18])[C:2]([Cl:1])=[CH:3][C:4]=2[N:8]=[CH:7]1)(=[O:27])[CH3:26]. (3) Given the reactants [F:1][CH:2]([F:10])[CH2:3][N:4]1[CH:8]=[C:7]([NH2:9])[CH:6]=[N:5]1.[Cl:11][C:12]1[CH:22]=[C:21]([CH3:23])[C:15]([C:16](OCC)=[O:17])=[C:14]([CH2:24]Cl)[N:13]=1.C(N(CC)C(C)C)(C)C, predict the reaction product. The product is: [Cl:11][C:12]1[N:13]=[C:14]2[CH2:24][N:9]([C:7]3[CH:6]=[N:5][N:4]([CH2:3][CH:2]([F:10])[F:1])[CH:8]=3)[C:16](=[O:17])[C:15]2=[C:21]([CH3:23])[CH:22]=1. (4) Given the reactants [N:1]([CH2:4][CH2:5][O:6][CH2:7][CH2:8][O:9][CH2:10][CH2:11][O:12][CH2:13][CH2:14][O:15][CH2:16][CH2:17][O:18][CH2:19][CH2:20][NH:21][C:22](=[O:59])[CH2:23][CH2:24][C@@H:25]([C:52]([O:54]C(C)(C)C)=[O:53])[NH:26][C:27](=[O:51])[CH2:28][CH2:29][CH2:30][CH2:31][CH2:32][CH2:33][CH2:34][CH2:35][CH2:36][CH2:37][CH2:38][CH2:39][CH2:40][CH2:41][CH2:42][CH2:43][C:44]([O:46]C(C)(C)C)=[O:45])=[N+:2]=[N-:3].C(O)(C(F)(F)F)=O, predict the reaction product. The product is: [N:1]([CH2:4][CH2:5][O:6][CH2:7][CH2:8][O:9][CH2:10][CH2:11][O:12][CH2:13][CH2:14][O:15][CH2:16][CH2:17][O:18][CH2:19][CH2:20][NH:21][C:22](=[O:59])[CH2:23][CH2:24][C@@H:25]([C:52]([OH:54])=[O:53])[NH:26][C:27](=[O:51])[CH2:28][CH2:29][CH2:30][CH2:31][CH2:32][CH2:33][CH2:34][CH2:35][CH2:36][CH2:37][CH2:38][CH2:39][CH2:40][CH2:41][CH2:42][CH2:43][C:44]([OH:46])=[O:45])=[N+:2]=[N-:3]. (5) Given the reactants [CH3:1][O:2][C:3]1[C:12]2[C:7](=[CH:8][CH:9]=[CH:10][CH:11]=2)[C:6]([NH:13]S(C2SC=CC=2)(=O)=O)=[CH:5][C:4]=1[S:22][CH2:23][C:24]([O:26][CH3:27])=[O:25].[Br:28][C:29]1[CH:30]=[C:31]([S:35](Cl)(=[O:37])=[O:36])[CH:32]=[CH:33][CH:34]=1, predict the reaction product. The product is: [Br:28][C:29]1[CH:30]=[C:31]([S:35]([NH:13][C:6]2[C:7]3[C:12](=[CH:11][CH:10]=[CH:9][CH:8]=3)[C:3]([O:2][CH3:1])=[C:4]([S:22][CH2:23][C:24]([O:26][CH3:27])=[O:25])[CH:5]=2)(=[O:37])=[O:36])[CH:32]=[CH:33][CH:34]=1.